From a dataset of Catalyst prediction with 721,799 reactions and 888 catalyst types from USPTO. Predict which catalyst facilitates the given reaction. (1) Reactant: [CH3:1][O:2][C:3](=[O:13])[C@H:4]([CH2:6][C:7]1[CH:12]=[CH:11][CH:10]=[CH:9][CH:8]=1)[NH2:5].C(N(CC)CC)C.[CH3:21][O:22][C:23]1[CH:28]=[C:27]([CH3:29])[C:26]([S:30](Cl)(=[O:32])=[O:31])=[C:25]([CH3:34])[C:24]=1[CH3:35]. Product: [CH3:1][O:2][C:3](=[O:13])[CH:4]([NH:5][S:30]([C:26]1[C:27]([CH3:29])=[CH:28][C:23]([O:22][CH3:21])=[C:24]([CH3:35])[C:25]=1[CH3:34])(=[O:32])=[O:31])[CH2:6][C:7]1[CH:12]=[CH:11][CH:10]=[CH:9][CH:8]=1. The catalyst class is: 64. (2) Reactant: [Li]CCCC.Br[C:7]1[CH:12]=[C:11]([O:13][CH2:14][O:15][CH3:16])[CH:10]=[C:9]([Br:17])[CH:8]=1.CN([CH:21]=[O:22])C.O. Product: [Br:17][C:9]1[CH:8]=[C:7]([CH:12]=[C:11]([O:13][CH2:14][O:15][CH3:16])[CH:10]=1)[CH:21]=[O:22]. The catalyst class is: 28. (3) Reactant: [NH2:1][C:2]1[NH:6][N:5]=[C:4]([NH:7][C:8]2[CH:13]=[CH:12][CH:11]=[C:10]([Cl:14])[CH:9]=2)[C:3]=1[C:15]#[N:16].[F:17][CH:18]([F:29])[O:19][C:20]1[CH:27]=[CH:26][C:23]([CH:24]=O)=[CH:22][C:21]=1[OH:28].N1CCCCC1.[BH4-].[Na+]. Product: [Cl:14][C:10]1[CH:9]=[C:8]([NH:7][C:4]2[C:3]([C:15]#[N:16])=[C:2]([NH:1][CH2:24][C:23]3[CH:26]=[CH:27][C:20]([O:19][CH:18]([F:17])[F:29])=[C:21]([OH:28])[CH:22]=3)[NH:6][N:5]=2)[CH:13]=[CH:12][CH:11]=1. The catalyst class is: 357. (4) Reactant: [F:1][C:2]([F:16])([C:6]1[CH:11]=[CH:10][C:9]([O:12][CH:13]([CH3:15])[CH3:14])=[CH:8][N:7]=1)[C:3]([O-:5])=[O:4].O.[OH-].[Li+]. Product: [F:16][C:2]([F:1])([C:6]1[CH:11]=[CH:10][C:9]([O:12][CH:13]([CH3:14])[CH3:15])=[CH:8][N:7]=1)[C:3]([OH:5])=[O:4]. The catalyst class is: 364. (5) Reactant: [Cl:1][C:2]1[CH:7]=[CH:6][C:5]([NH:8][C:9]2[O:13][C:12]([C:14]3[CH:19]=[CH:18][C:17]([OH:20])=[CH:16][CH:15]=3)=[N:11][N:10]=2)=[CH:4][CH:3]=1.C[Si]([N-][Si](C)(C)C)(C)C.[K+].Br[C:32]1[CH:33]=[N:34][CH:35]=[N:36][CH:37]=1.C([O-])([O-])=O.[K+].[K+]. Product: [N:34]1[CH:33]=[C:32]([O:20][C:17]2[CH:18]=[CH:19][C:14]([C:12]3[O:13][C:9]([NH:8][C:5]4[CH:4]=[CH:3][C:2]([Cl:1])=[CH:7][CH:6]=4)=[N:10][N:11]=3)=[CH:15][CH:16]=2)[CH:37]=[N:36][CH:35]=1. The catalyst class is: 121.